Dataset: Forward reaction prediction with 1.9M reactions from USPTO patents (1976-2016). Task: Predict the product of the given reaction. Given the reactants Cl[C:2]1[CH:7]=[CH:6][N:5]=[CH:4][C:3]=1[C:8]1[CH:13]=[CH:12][CH:11]=[CH:10][C:9]=1[OH:14].CC(N(C)C)=O.[OH-].[Na+], predict the reaction product. The product is: [CH:4]1[C:3]2[C:8]3[CH:13]=[CH:12][CH:11]=[CH:10][C:9]=3[O:14][C:2]=2[CH:7]=[CH:6][N:5]=1.